This data is from Forward reaction prediction with 1.9M reactions from USPTO patents (1976-2016). The task is: Predict the product of the given reaction. (1) Given the reactants [Cl:1][C:2]1[CH:7]=[C:6]([C:8]#[N:9])[CH:5]=[CH:4][C:3]=1[C:10](=[CH:16][N:17](C)C)[C:11]([O:13]CC)=O.[CH2:20]([NH:27][C:28](=[O:37])[C:29]1[CH:34]=[CH:33][C:32]([NH:35]N)=[N:31][CH:30]=1)[C:21]1[CH:26]=[CH:25][CH:24]=[CH:23][CH:22]=1, predict the reaction product. The product is: [CH2:20]([NH:27][C:28](=[O:37])[C:29]1[CH:34]=[CH:33][C:32]([N:35]2[C:11]([OH:13])=[C:10]([C:3]3[CH:4]=[CH:5][C:6]([C:8]#[N:9])=[CH:7][C:2]=3[Cl:1])[CH:16]=[N:17]2)=[N:31][CH:30]=1)[C:21]1[CH:26]=[CH:25][CH:24]=[CH:23][CH:22]=1. (2) Given the reactants [OH:1][CH:2]1[CH:7]([C:8]2[CH:13]=[CH:12][C:11]([O:14][CH2:15][CH2:16][CH2:17][O:18][C:19]3[CH:24]=[CH:23][CH:22]=[C:21]([C:25]([F:28])([F:27])[F:26])[CH:20]=3)=[CH:10][CH:9]=2)[CH2:6][CH2:5][N:4]([C:29]([O:31][C:32]([CH3:35])([CH3:34])[CH3:33])=[O:30])[CH2:3]1.Cl[CH2:37][C:38]1[CH:39]=[CH:40][C:41]2[O:46][CH2:45][C:44](=[O:47])[N:43]([CH2:48][CH2:49][CH2:50][O:51][CH3:52])[C:42]=2[CH:53]=1, predict the reaction product. The product is: [CH3:52][O:51][CH2:50][CH2:49][CH2:48][N:43]1[C:42]2[CH:53]=[C:38]([CH2:37][O:1][CH:2]3[CH:7]([C:8]4[CH:13]=[CH:12][C:11]([O:14][CH2:15][CH2:16][CH2:17][O:18][C:19]5[CH:24]=[CH:23][CH:22]=[C:21]([C:25]([F:26])([F:28])[F:27])[CH:20]=5)=[CH:10][CH:9]=4)[CH2:6][CH2:5][N:4]([C:29]([O:31][C:32]([CH3:35])([CH3:34])[CH3:33])=[O:30])[CH2:3]3)[CH:39]=[CH:40][C:41]=2[O:46][CH2:45][C:44]1=[O:47].